From a dataset of Full USPTO retrosynthesis dataset with 1.9M reactions from patents (1976-2016). Predict the reactants needed to synthesize the given product. (1) Given the product [Cl:1][C:2]1[CH:3]=[C:4]([C@H:9]([CH2:12][CH2:13][OH:14])[CH2:10][NH:11][C:29]([C:21]2[C:22]3[C:27](=[CH:26][CH:25]=[CH:24][CH:23]=3)[CH:28]=[C:19]([C:17]#[N:18])[C:20]=2[O:32][CH3:33])=[O:30])[CH:5]=[CH:6][C:7]=1[Cl:8], predict the reactants needed to synthesize it. The reactants are: [Cl:1][C:2]1[CH:3]=[C:4]([C@H:9]([CH2:12][CH2:13][OH:14])[CH2:10][NH2:11])[CH:5]=[CH:6][C:7]=1[Cl:8].[OH-].[Na+].[C:17]([C:19]1[C:20]([O:32][CH3:33])=[C:21]([C:29](Cl)=[O:30])[C:22]2[C:27]([CH:28]=1)=[CH:26][CH:25]=[CH:24][CH:23]=2)#[N:18]. (2) Given the product [C:29]([O:33][C:34]([N:36]1[CH2:37][CH:38]([C:58](=[O:59])[NH:13][CH2:12][C:3]2[CH:4]=[N:5][CH:6]=[CH:1][CH:2]=2)[CH2:39][CH:40]([N:42]2[C:51]3[CH:50]=[CH:49][CH:48]=[C:47]([Cl:52])[C:46]=3[C:45]3=[N:53][O:54][C:55]([CH3:56])=[C:44]3[C:43]2=[O:57])[CH2:41]1)=[O:35])([CH3:31])([CH3:32])[CH3:30], predict the reactants needed to synthesize it. The reactants are: [CH:1]1[CH:6]=[N:5][C:4]2N(O)N=N[C:3]=2[CH:2]=1.C[CH2:12][N:13]=C=NCCCN(C)C.CCN(CC)CC.[C:29]([O:33][C:34]([N:36]1[CH2:41][CH:40]([N:42]2[C:51]3[CH:50]=[CH:49][CH:48]=[C:47]([Cl:52])[C:46]=3[C:45]3=[N:53][O:54][C:55]([CH3:56])=[C:44]3[C:43]2=[O:57])[CH2:39][CH:38]([C:58](O)=[O:59])[CH2:37]1)=[O:35])([CH3:32])([CH3:31])[CH3:30]. (3) Given the product [C:35]1([C:2]2[CH:7]=[CH:6][CH:5]=[CH:4][CH:3]=2)[CH:34]=[CH:33][C:32]([CH2:31][N:21]([CH2:20][CH2:19][CH2:18][N:8]([CH2:1][C:2]2[CH:7]=[CH:6][C:5]([C:40]3[CH:45]=[CH:44][CH:43]=[CH:42][CH:41]=3)=[CH:4][CH:3]=2)[C:9]([O:10][CH2:11][C:12]2[S:16][CH:15]=[N:14][CH:13]=2)=[O:17])[C:22](=[O:23])[O:24][CH2:25][C:26]2[S:30][CH:29]=[N:28][CH:27]=2)=[CH:37][CH:36]=1, predict the reactants needed to synthesize it. The reactants are: [CH2:1]([N:8]([CH2:18][CH2:19][CH2:20][N:21]([CH2:31][C:32]1[CH:37]=[CH:36][CH:35]=[CH:34][CH:33]=1)[C:22]([O:24][CH2:25][C:26]1[S:30][CH:29]=[N:28][CH:27]=1)=[O:23])[C:9](=[O:17])[O:10][CH2:11][C:12]1[S:16][CH:15]=[N:14][CH:13]=1)[C:2]1[CH:7]=[CH:6][CH:5]=[CH:4][CH:3]=1.[H-].[Na+].[C:40]1([C:40]2[CH:45]=[CH:44][C:43](CBr)=[CH:42][CH:41]=2)[CH:45]=[CH:44][CH:43]=[CH:42][CH:41]=1. (4) Given the product [CH3:11][O:12][C:13]1[CH:14]=[C:15]([CH:16]=[CH:17][C:18]=1[O:19][CH3:20])[CH2:21][C:22]1[N:10]=[C:1]([OH:9])[C:2]2[C:3](=[CH:5][CH:6]=[CH:7][CH:8]=2)[N:4]=1, predict the reactants needed to synthesize it. The reactants are: [C:1]([NH2:10])(=[O:9])[C:2]1[C:3](=[CH:5][CH:6]=[CH:7][CH:8]=1)[NH2:4].[CH3:11][O:12][C:13]1[CH:14]=[C:15]([CH2:21][C:22](O)=O)[CH:16]=[CH:17][C:18]=1[O:19][CH3:20].ON1C2C=CC=CC=2N=N1. (5) Given the product [Cl:26][C:25]1[C:20]2[N:19]=[C:18]3[N:13]([C:10]4[C:9]([CH3:36])=[N:8][C:7]([N:39]5[CH2:44][CH2:43][O:42][CH2:41][CH2:40]5)=[CH:12][CH:11]=4)[CH2:14][CH2:15][CH2:16][N:17]3[C:21]=2[C:22]([CH:27]([O:32][CH:33]([F:35])[F:34])[C:28]([F:29])([F:30])[F:31])=[CH:23][CH:24]=1, predict the reactants needed to synthesize it. The reactants are: FC(F)(F)S(O[C:7]1[CH:12]=[CH:11][C:10]([N:13]2[C:18]3=[N:19][C:20]4[C:25]([Cl:26])=[CH:24][CH:23]=[C:22]([CH:27]([O:32][CH:33]([F:35])[F:34])[C:28]([F:31])([F:30])[F:29])[C:21]=4[N:17]3[CH2:16][CH2:15][CH2:14]2)=[C:9]([CH3:36])[N:8]=1)(=O)=O.[NH:39]1[CH2:44][CH2:43][O:42][CH2:41][CH2:40]1. (6) Given the product [N:3]1([CH2:14][CH2:15][CH2:16][NH2:17])[C:7]2[CH:8]=[CH:9][CH:10]=[CH:11][C:6]=2[N:5]=[CH:4]1, predict the reactants needed to synthesize it. The reactants are: [H-].[Na+].[N:3]1[C:7]2[CH:8]=[CH:9][CH:10]=[CH:11][C:6]=2[NH:5][CH:4]=1.Br.Br[CH2:14][CH2:15][CH2:16][NH2:17]. (7) Given the product [N+:10]([C:13]1[CH:21]=[CH:20][CH:19]=[C:18]2[C:14]=1[C:15]([C:28](=[O:34])[C:29]([O:31][CH2:32][CH3:33])=[O:30])=[CH:16][NH:17]2)([O-:12])=[O:11], predict the reactants needed to synthesize it. The reactants are: P(Cl)(Cl)(OP(Cl)(Cl)=O)=O.[N+:10]([C:13]1[CH:21]=[CH:20][CH:19]=[C:18]2[C:14]=1[CH:15]=[CH:16][NH:17]2)([O-:12])=[O:11].N1([C:28](=[O:34])[C:29]([O:31][CH2:32][CH3:33])=[O:30])CCCCC1. (8) The reactants are: [C:1]([O-:4])(=[O:3])[CH3:2].[K+].Br[C:7]1[CH:14]=[CH:13][CH:12]=[CH:11][C:8]=1[CH:9]=[O:10].N#N.Cl[CH2:18][C:19]1[CH:23]=[C:22]([CH3:24])[O:21][N:20]=1. Given the product [C:1]([O:4][CH2:18][C:19]1[C:23]([C:7]2[CH:14]=[CH:13][CH:12]=[CH:11][C:8]=2[CH:9]=[O:10])=[C:22]([CH3:24])[O:21][N:20]=1)(=[O:3])[CH3:2], predict the reactants needed to synthesize it. (9) The reactants are: [CH:1]([N:4]1[C:8]([C:9]2[S:10][C:11]3[CH2:12][CH2:13][O:14][C:15]4[CH:22]=[CH:21][C:20]([C:23]5[C:24](=[O:29])[NH:25][CH:26]=[CH:27][CH:28]=5)=[CH:19][C:16]=4[C:17]=3[N:18]=2)=[N:7][CH:6]=[N:5]1)([CH3:3])[CH3:2].Cl.Cl[CH2:32][CH2:33][N:34]1[CH2:39][CH2:38][O:37][CH2:36][CH2:35]1. Given the product [CH:1]([N:4]1[C:8]([C:9]2[S:10][C:11]3[CH2:12][CH2:13][O:14][C:15]4[CH:22]=[CH:21][C:20]([C:23]5[C:24](=[O:29])[N:25]([CH2:32][CH2:33][N:34]6[CH2:39][CH2:38][O:37][CH2:36][CH2:35]6)[CH:26]=[CH:27][CH:28]=5)=[CH:19][C:16]=4[C:17]=3[N:18]=2)=[N:7][CH:6]=[N:5]1)([CH3:3])[CH3:2], predict the reactants needed to synthesize it.